Predict the reaction yield, written as a fraction of the theoretical maximum amount of product (1.0 means a 100% yield; for example, 0.34 means a 34% yield). From a dataset of Reaction yield outcomes from USPTO patents with 853,638 reactions. (1) The reactants are [OH:1][C:2]1[C:10]2[N:9]=[C:8]([CH3:11])[N:7]([CH3:12])[C:6]=2[CH:5]=[C:4]([C:13]([N:15]([CH3:17])[CH3:16])=[O:14])[CH:3]=1.Cl[CH:19]1[C:28]2[C:23](=[CH:24][C:25]([F:30])=[CH:26][C:27]=2[F:29])[O:22][CH2:21][CH2:20]1. No catalyst specified. The product is [F:29][C:27]1[CH:26]=[C:25]([F:30])[CH:24]=[C:23]2[C:28]=1[CH:19]([O:1][C:2]1[C:10]3[N:9]=[C:8]([CH3:11])[N:7]([CH3:12])[C:6]=3[CH:5]=[C:4]([C:13]([N:15]([CH3:16])[CH3:17])=[O:14])[CH:3]=1)[CH2:20][CH2:21][O:22]2. The yield is 0.490. (2) The reactants are [Cl:1][C:2]1[N:9]=[C:8]([Cl:10])[C:7]([F:11])=[CH:6][C:3]=1[C:4]#[N:5].S(=O)(=O)(O)[OH:13]. The catalyst is O. The product is [Cl:1][C:2]1[N:9]=[C:8]([Cl:10])[C:7]([F:11])=[CH:6][C:3]=1[C:4]([NH2:5])=[O:13]. The yield is 0.820. (3) The product is [Br:9][C:10]1[C:15]([C:17]([OH:18])([CH3:19])[CH3:16])=[CH:14][CH:13]=[CH:12][N:11]=1. The reactants are C([N-]C(C)C)(C)C.[Li+].[Br:9][C:10]1[CH:15]=[CH:14][CH:13]=[CH:12][N:11]=1.[CH3:16][C:17]([CH3:19])=[O:18]. The yield is 0.260. The catalyst is O1CCCC1.